From a dataset of Forward reaction prediction with 1.9M reactions from USPTO patents (1976-2016). Predict the product of the given reaction. Given the reactants [CH3:1][C:2]1[C:6]([C:7]2[CH:8]=[CH:9][C:10]3[N:11]([C:13]([C:16]([NH:18][C:19]4[CH:24]=[C:23]([C:25]5[N:29]=[C:28]([CH3:30])[O:27][N:26]=5)[CH:22]=[CH:21][C:20]=4[CH3:31])=[O:17])=[CH:14][N:15]=3)[CH:12]=2)=[C:5]([CH3:32])[NH:4][N:3]=1.[CH3:33][S:34](Cl)(=[O:36])=[O:35], predict the reaction product. The product is: [CH3:1][C:2]1[C:6]([C:7]2[CH:8]=[CH:9][C:10]3[N:11]([C:13]([C:16]([NH:18][C:19]4[CH:24]=[C:23]([C:25]5[N:29]=[C:28]([CH3:30])[O:27][N:26]=5)[CH:22]=[CH:21][C:20]=4[CH3:31])=[O:17])=[CH:14][N:15]=3)[CH:12]=2)=[C:5]([CH3:32])[N:4]([S:34]([CH3:33])(=[O:36])=[O:35])[N:3]=1.